Predict which catalyst facilitates the given reaction. From a dataset of Catalyst prediction with 721,799 reactions and 888 catalyst types from USPTO. (1) The catalyst class is: 2. Reactant: [NH2:1][CH:2]1[CH2:7][CH2:6][N:5]([C:8](=[O:10])[CH3:9])[CH2:4][CH2:3]1.CCN(CC)CC.Cl[C:19]([O:21][CH2:22][C:23]([Cl:26])([Cl:25])[Cl:24])=[O:20]. Product: [C:19](=[O:20])([O:21][CH2:22][C:23]([Cl:26])([Cl:25])[Cl:24])[NH2:1].[NH2:1][CH:2]1[CH2:7][CH2:6][N:5]([C:8](=[O:10])[CH3:9])[CH2:4][CH2:3]1. (2) Reactant: [CH:1]([C:3]1[CH:4]=[C:5](B(O)O)[CH:6]=[C:7]([CH3:9])[CH:8]=1)=[O:2].[F-].[Cs+].[CH2:15](Br)[C:16]1[CH:21]=[CH:20][CH:19]=[CH:18][CH:17]=1. Product: [CH2:15]([C:5]1[CH:4]=[C:3]([CH:8]=[C:7]([CH3:9])[CH:6]=1)[CH:1]=[O:2])[C:16]1[CH:21]=[CH:20][CH:19]=[CH:18][CH:17]=1. The catalyst class is: 276. (3) Reactant: [Br:1][C:2]1[CH:3]=[C:4]([C:12]([CH3:15])([CH3:14])[CH3:13])[C:5]([O:10][CH3:11])=[C:6]([CH:9]=1)[CH:7]=O.[BH4-].[Na+].C(Br)(Br)(Br)[Br:19].C1C=CC(P(C2C=CC=CC=2)C2C=CC=CC=2)=CC=1. Product: [Br:1][C:2]1[CH:3]=[C:4]([C:12]([CH3:15])([CH3:14])[CH3:13])[C:5]([O:10][CH3:11])=[C:6]([CH2:7][Br:19])[CH:9]=1. The catalyst class is: 14. (4) Reactant: [CH2:1]([C@@H:4]1[CH2:9][C@H:8]([C:10]2[CH:15]=[CH:14][CH:13]=[C:12]([Cl:16])[CH:11]=2)[C@@H:7]([C:17]2[CH:22]=[CH:21][C:20]([Cl:23])=[CH:19][CH:18]=2)[NH:6][C:5]1=[O:24])[CH:2]=[CH2:3].[H-].[Na+].Br[CH2:28][CH:29]1[CH2:32][CH2:31][CH2:30]1. Product: [CH2:1]([CH:4]1[CH2:9][C@H:8]([C:10]2[CH:15]=[CH:14][CH:13]=[C:12]([Cl:16])[CH:11]=2)[C@@H:7]([C:17]2[CH:22]=[CH:21][C:20]([Cl:23])=[CH:19][CH:18]=2)[N:6]([CH2:28][CH:29]2[CH2:32][CH2:31][CH2:30]2)[C:5]1=[O:24])[CH:2]=[CH2:3]. The catalyst class is: 3. (5) Reactant: Br[C:2]1[CH:3]=[C:4]2[N:10]=[CH:9][N:8]([CH2:11][C:12]3[CH:28]=[CH:27][C:15]4[N:16]=[C:17]([NH:19][C@@H:20]5[CH2:25][CH2:24][CH2:23][CH2:22][C@H:21]5[OH:26])[S:18][C:14]=4[CH:13]=3)[C:5]2=[N:6][CH:7]=1.[CH:29]1(B(O)O)[CH2:31][CH2:30]1.C([O-])([O-])=O.[K+].[K+].C1(P(C2CCCCC2)C2C=CC=CC=2C2C(C(C)C)=CC(C(C)C)=CC=2C(C)C)CCCCC1. Product: [CH:29]1([C:2]2[CH:3]=[C:4]3[N:10]=[CH:9][N:8]([CH2:11][C:12]4[CH:28]=[CH:27][C:15]5[N:16]=[C:17]([NH:19][C@@H:20]6[CH2:25][CH2:24][CH2:23][CH2:22][C@H:21]6[OH:26])[S:18][C:14]=5[CH:13]=4)[C:5]3=[N:6][CH:7]=2)[CH2:31][CH2:30]1. The catalyst class is: 187. (6) Reactant: [CH:1]([NH:5][C:6]1[S:7][C:8]2[C:13]([N:14]=1)=[CH:12][CH:11]=[C:10]([CH:15]=O)[N:9]=2)([CH2:3][CH3:4])[CH3:2].[NH4+].[OH-].[F:19][C:20]1[CH:25]=[CH:24][CH:23]=[CH:22][C:21]=1[CH:26]([N+:37]#[C-:38])S(C1C=CC(C)=CC=1)(=O)=O.[NH:39]1CCNCC1. Product: [CH:1]([NH:5][C:6]1[S:7][C:8]2[C:13]([N:14]=1)=[CH:12][CH:11]=[C:10]([C:15]1[NH:39][CH:38]=[N:37][C:26]=1[C:21]1[CH:22]=[CH:23][CH:24]=[CH:25][C:20]=1[F:19])[N:9]=2)([CH2:3][CH3:4])[CH3:2]. The catalyst class is: 49. (7) Reactant: [N+:1]([C:4]1[CH:8]=[N:7][NH:6][C:5]=1[NH2:9])([O-:3])=[O:2].CN(C)[CH:12]=[CH:13][C:14]([C:16]1[CH:17]=[C:18]([N:22]([CH2:29][C:30]#[CH:31])[S:23]([CH:26]([CH3:28])[CH3:27])(=[O:25])=[O:24])[CH:19]=[CH:20][CH:21]=1)=O.C(OCC)(=O)C. Product: [N+:1]([C:4]1[CH:8]=[N:7][N:6]2[C:14]([C:16]3[CH:17]=[C:18]([N:22]([CH2:29][C:30]#[CH:31])[S:23]([CH:26]([CH3:27])[CH3:28])(=[O:25])=[O:24])[CH:19]=[CH:20][CH:21]=3)=[CH:13][CH:12]=[N:9][C:5]=12)([O-:3])=[O:2]. The catalyst class is: 15. (8) Reactant: [CH2:1]([C:3]1[C:12]2[C:7](=[CH:8][C:9]([O:15][CH3:16])=[C:10]([O:13][CH3:14])[CH:11]=2)[CH:6]=[C:5]([OH:17])[N:4]=1)[CH3:2].Cl.[N:19]([C:22]1[C:31]([CH2:32]Cl)=[CH:30][C:29]2[C:24](=[CH:25][CH:26]=[C:27]([O:34][CH3:35])[CH:28]=2)[N:23]=1)=[N+:20]=[N-:21].[Li+].[OH-]. Product: [N:19]([C:22]1[C:31]([CH2:32][C:6]2[C:7]3[C:12](=[CH:11][C:10]([O:13][CH3:14])=[C:9]([O:15][CH3:16])[CH:8]=3)[C:3]([CH2:1][CH3:2])=[N:4][C:5]=2[OH:17])=[CH:30][C:29]2[C:24](=[CH:25][CH:26]=[C:27]([O:34][CH3:35])[CH:28]=2)[N:23]=1)=[N+:20]=[N-:21]. The catalyst class is: 1.